This data is from Forward reaction prediction with 1.9M reactions from USPTO patents (1976-2016). The task is: Predict the product of the given reaction. (1) Given the reactants C(O[C:5](=[O:7])[CH3:6])(=O)C.[CH3:8][C:9]1[N:14]=[CH:13][C:12](/[CH:15]=[CH:16]/[C:17]2[C:25]3[NH:24][C:23]4[CH2:26][CH2:27][NH:28][CH2:29][C:22]=4[C:21]=3[CH:20]=[CH:19][CH:18]=2)=[CH:11][CH:10]=1, predict the reaction product. The product is: [C:5]([N:28]1[CH2:27][CH2:26][C:23]2[NH:24][C:25]3[C:17](/[CH:16]=[CH:15]/[C:12]4[CH:13]=[N:14][C:9]([CH3:8])=[CH:10][CH:11]=4)=[CH:18][CH:19]=[CH:20][C:21]=3[C:22]=2[CH2:29]1)(=[O:7])[CH3:6]. (2) Given the reactants [N:1]1[CH:6]=[CH:5][CH:4]=[CH:3][C:2]=1[O:7][CH2:8][CH2:9][NH:10]C(=O)OC(C)(C)C.[ClH:18], predict the reaction product. The product is: [ClH:18].[ClH:18].[N:1]1[CH:6]=[CH:5][CH:4]=[CH:3][C:2]=1[O:7][CH2:8][CH2:9][NH2:10]. (3) Given the reactants [O:1]1[CH:5]=[CH:4][CH:3]=[C:2]1[C:6]1[O:7][CH:8]=[C:9]([CH2:11][O:12][C:13]2[CH:20]=[CH:19][C:16]([CH:17]=[O:18])=[CH:15][C:14]=2[O:21][CH3:22])[N:10]=1.C(O)C.[BH4-].[Na+].O, predict the reaction product. The product is: [O:1]1[CH:5]=[CH:4][CH:3]=[C:2]1[C:6]1[O:7][CH:8]=[C:9]([CH2:11][O:12][C:13]2[CH:20]=[CH:19][C:16]([CH2:17][OH:18])=[CH:15][C:14]=2[O:21][CH3:22])[N:10]=1. (4) Given the reactants [CH2:1]1[C:9]2[C:4](=[CH:5][CH:6]=[CH:7][CH:8]=2)[CH2:3][N:2]1[N:10]([CH3:39])[C:11](=[O:38])[CH2:12][N:13]([C:30]1[CH:35]=[CH:34][C:33](I)=[CH:32][C:31]=1[CH3:37])[CH2:14][C:15]([NH:17][CH2:18][CH2:19][N:20]([C:23]([O:25][C:26]([CH3:29])([CH3:28])[CH3:27])=[O:24])[CH2:21][CH3:22])=[O:16].[NH:40]1[CH2:44][CH2:43][CH2:42][C:41]1=[O:45].CNCCNC.P([O-])([O-])([O-])=O.[K+].[K+].[K+], predict the reaction product. The product is: [CH2:1]1[C:9]2[C:4](=[CH:5][CH:6]=[CH:7][CH:8]=2)[CH2:3][N:2]1[N:10]([CH3:39])[C:11](=[O:38])[CH2:12][N:13]([C:30]1[CH:35]=[CH:34][C:33]([N:40]2[CH2:44][CH2:43][CH2:42][C:41]2=[O:45])=[CH:32][C:31]=1[CH3:37])[CH2:14][C:15]([NH:17][CH2:18][CH2:19][N:20]([C:23]([O:25][C:26]([CH3:29])([CH3:28])[CH3:27])=[O:24])[CH2:21][CH3:22])=[O:16]. (5) Given the reactants [C:1]([O:5][C:6]([N:8]1[CH2:13][CH2:12][CH:11]([C:14]2[CH:19]=[CH:18][C:17]([O:20][CH2:21][CH2:22][CH2:23][O:24][CH2:25][C:26]3[CH:31]=[CH:30][CH:29]=[CH:28][C:27]=3[O:32][CH3:33])=[CH:16][CH:15]=2)[CH:10]([NH:34][C:35]([C:37]2[CH:46]=[C:45]3[C:40]([CH:41]=[CH:42][CH:43]=[N:44]3)=[CH:39][CH:38]=2)=[O:36])[CH2:9]1)=[O:7])([CH3:4])([CH3:3])[CH3:2].[BH4-].[Na+].C(OCC)(=O)C.O, predict the reaction product. The product is: [C:1]([O:5][C:6]([N:8]1[CH2:13][CH2:12][CH:11]([C:14]2[CH:15]=[CH:16][C:17]([O:20][CH2:21][CH2:22][CH2:23][O:24][CH2:25][C:26]3[CH:31]=[CH:30][CH:29]=[CH:28][C:27]=3[O:32][CH3:33])=[CH:18][CH:19]=2)[CH:10]([NH:34][C:35]([C:37]2[CH:46]=[C:45]3[C:40]([CH2:41][CH2:42][CH2:43][NH:44]3)=[CH:39][CH:38]=2)=[O:36])[CH2:9]1)=[O:7])([CH3:4])([CH3:2])[CH3:3].